This data is from Forward reaction prediction with 1.9M reactions from USPTO patents (1976-2016). The task is: Predict the product of the given reaction. (1) Given the reactants [NH2:1][C@@H:2]1[CH2:7][CH2:6][C@H:5]([N:8]2[C:13](=[O:14])[C:12]3[CH:15]=[C:16]([F:19])[CH:17]=[N:18][C:11]=3[N:10]([C:20]3[CH:21]=[C:22]([C:26]4[CH:31]=[CH:30][C:29]([OH:32])=[CH:28][C:27]=4[CH2:33][N:34]4[CH2:39][CH2:38][O:37][CH2:36][CH2:35]4)[CH:23]=[CH:24][CH:25]=3)[C:9]2=[O:40])[CH2:4][CH2:3]1.[CH3:41][N:42]1[CH:46]=[C:45]([CH:47]=O)[C:44]([C:49]2[CH:54]=[CH:53][CH:52]=[CH:51][CH:50]=2)=[N:43]1.CN1C(=O)CCC1.C(O[BH-](OC(=O)C)OC(=O)C)(=O)C.[Na+], predict the reaction product. The product is: [F:19][C:16]1[CH:17]=[N:18][C:11]2[N:10]([C:20]3[CH:21]=[C:22]([C:26]4[CH:31]=[CH:30][C:29]([OH:32])=[CH:28][C:27]=4[CH2:33][N:34]4[CH2:39][CH2:38][O:37][CH2:36][CH2:35]4)[CH:23]=[CH:24][CH:25]=3)[C:9](=[O:40])[N:8]([C@H:5]3[CH2:6][CH2:7][C@@H:2]([NH:1][CH2:47][C:45]4[C:44]([C:49]5[CH:54]=[CH:53][CH:52]=[CH:51][CH:50]=5)=[N:43][N:42]([CH3:41])[CH:46]=4)[CH2:3][CH2:4]3)[C:13](=[O:14])[C:12]=2[CH:15]=1. (2) Given the reactants [Cl:1][C:2]1[CH:3]=[CH:4][C:5]([CH:24]=[O:25])=[C:6]2[C:10]=1[N:9]=[C:8]1[CH:11]([C:16]3[CH:21]=[CH:20][C:19]([Cl:22])=[CH:18][C:17]=3[Cl:23])[O:12][CH2:13][CH2:14][CH2:15][N:7]21.[CH:26]1([Mg]Br)[CH2:28][CH2:27]1, predict the reaction product. The product is: [Cl:1][C:2]1[C:10]2[N:9]=[C:8]3[CH:11]([C:16]4[CH:21]=[CH:20][C:19]([Cl:22])=[CH:18][C:17]=4[Cl:23])[O:12][CH2:13][CH2:14][CH2:15][N:7]3[C:6]=2[C:5]([CH:24]([CH:26]2[CH2:28][CH2:27]2)[OH:25])=[CH:4][CH:3]=1. (3) Given the reactants [CH2:1]([Li])[CH2:2][CH2:3][CH3:4].[CH3:6][O:7][C:8]1[N:13]=C(C=O)C=[CH:10][CH:9]=1, predict the reaction product. The product is: [CH:3]([C:2]1[CH:1]=[CH:10][CH:9]=[C:8]([O:7][CH3:6])[N:13]=1)=[CH2:4]. (4) Given the reactants [C:1]([O:5][C:6]([N:8]1[CH2:13][CH2:12][N:11]([C:14]2[CH:19]=[CH:18][C:17](Br)=[CH:16][C:15]=2[NH:21][CH2:22][C:23]2[CH:32]=[CH:31][C:30]3[C:25](=[CH:26][CH:27]=[CH:28][CH:29]=3)[CH:24]=2)[CH2:10][CH2:9]1)=[O:7])([CH3:4])([CH3:3])[CH3:2].P([O-])([O-])([O-])=O.[K+].[K+].[K+].[F:41][C:42]([F:53])([F:52])[C:43]1[CH:48]=[CH:47][C:46](B(O)O)=[CH:45][CH:44]=1, predict the reaction product. The product is: [C:1]([O:5][C:6]([N:8]1[CH2:13][CH2:12][N:11]([C:14]2[CH:19]=[CH:18][C:17]([C:46]3[CH:47]=[CH:48][C:43]([C:42]([F:53])([F:52])[F:41])=[CH:44][CH:45]=3)=[CH:16][C:15]=2[NH:21][CH2:22][C:23]2[CH:32]=[CH:31][C:30]3[C:25](=[CH:26][CH:27]=[CH:28][CH:29]=3)[CH:24]=2)[CH2:10][CH2:9]1)=[O:7])([CH3:4])([CH3:3])[CH3:2].